Dataset: Full USPTO retrosynthesis dataset with 1.9M reactions from patents (1976-2016). Task: Predict the reactants needed to synthesize the given product. (1) Given the product [NH2:8][CH2:9][CH2:10][O:12][C:13]1[CH:14]=[CH:15][C:16]([C:17]([O:19][CH3:20])=[O:18])=[CH:21][CH:22]=1, predict the reactants needed to synthesize it. The reactants are: C(OC([NH:8][CH2:9][CH2:10]O)=O)(C)(C)C.[OH:12][C:13]1[CH:22]=[CH:21][C:16]([C:17]([O:19][CH3:20])=[O:18])=[CH:15][CH:14]=1.C1C=CC(P(C2C=CC=CC=2)C2C=CC=CC=2)=CC=1.CC(OC(/N=N/C(OC(C)C)=O)=O)C. (2) Given the product [S:38]([OH:42])([OH:41])(=[O:40])=[O:39].[C:1]([N:4]1[CH2:9][CH2:8][N:7]([C:10]2[N:11]([CH2:32][C:33]([F:36])([F:35])[F:34])[C:12]3[C:17]([N:18]=2)=[C:16]([N:19]2[CH2:20][CH2:21][O:22][CH2:23][CH2:24]2)[N:15]=[C:14]([C:25]2[CH:26]=[N:27][C:28]([NH2:31])=[N:29][CH:30]=2)[N:13]=3)[CH2:6][C@H:5]1[CH3:37])(=[O:3])[CH3:2], predict the reactants needed to synthesize it. The reactants are: [C:1]([N:4]1[CH2:9][CH2:8][N:7]([C:10]2[N:11]([CH2:32][C:33]([F:36])([F:35])[F:34])[C:12]3[C:17]([N:18]=2)=[C:16]([N:19]2[CH2:24][CH2:23][O:22][CH2:21][CH2:20]2)[N:15]=[C:14]([C:25]2[CH:26]=[N:27][C:28]([NH2:31])=[N:29][CH:30]=2)[N:13]=3)[CH2:6][C@H:5]1[CH3:37])(=[O:3])[CH3:2].[S:38](=[O:42])(=[O:41])([OH:40])[OH:39]. (3) Given the product [C:7]([C:9]1[S:13][C:12]([NH:14][C:22](=[O:23])[C:21]([OH:20])([CH3:26])[CH3:25])=[N:11][C:10]=1[C:15]1[O:16][CH:17]=[CH:18][CH:19]=1)(=[O:8])[C:1]1[CH:2]=[CH:3][CH:4]=[CH:5][CH:6]=1, predict the reactants needed to synthesize it. The reactants are: [C:1]1([C:7]([C:9]2[S:13][C:12]([NH2:14])=[N:11][C:10]=2[C:15]2[O:16][CH:17]=[CH:18][CH:19]=2)=[O:8])[CH:6]=[CH:5][CH:4]=[CH:3][CH:2]=1.[OH:20][C:21]([CH3:26])([CH3:25])[C:22](O)=[O:23].CCN=C=NCCCN(C)C.Cl.O.ON1C2C=CC=CC=2N=N1. (4) Given the product [C:8]1([NH:7][C:6]2[CH:14]=[CH:15][C:3]([CH2:2][NH:1][C:28]([C:25]3([NH:24][C:22]([C:20]4[CH:19]=[N:18][CH:17]=[N:16][CH:21]=4)=[O:23])[CH2:27][CH2:26]3)=[O:29])=[CH:4][CH:5]=2)[CH:13]=[CH:12][CH:11]=[CH:10][CH:9]=1, predict the reactants needed to synthesize it. The reactants are: [NH2:1][CH2:2][C:3]1[CH:15]=[CH:14][C:6]([NH:7][C:8]2[CH:13]=[CH:12][CH:11]=[CH:10][CH:9]=2)=[CH:5][CH:4]=1.[N:16]1[CH:21]=[C:20]([C:22]([NH:24][C:25]2([C:28](O)=[O:29])[CH2:27][CH2:26]2)=[O:23])[CH:19]=[N:18][CH:17]=1. (5) Given the product [Br:10][C:11]1[S:12][C:13]([N:20]2[CH2:19][CH2:18][N:17]([C:23]([O:25][C:26]([CH3:29])([CH3:28])[CH3:27])=[O:24])[CH2:22][CH2:21]2)=[N:14][N:15]=1, predict the reactants needed to synthesize it. The reactants are: CCN(C(C)C)C(C)C.[Br:10][C:11]1[S:12][C:13](Br)=[N:14][N:15]=1.[N:17]1([C:23]([O:25][C:26]([CH3:29])([CH3:28])[CH3:27])=[O:24])[CH2:22][CH2:21][NH:20][CH2:19][CH2:18]1.